Dataset: NCI-60 drug combinations with 297,098 pairs across 59 cell lines. Task: Regression. Given two drug SMILES strings and cell line genomic features, predict the synergy score measuring deviation from expected non-interaction effect. (1) Drug 2: CN(C(=O)NC(C=O)C(C(C(CO)O)O)O)N=O. Cell line: SR. Synergy scores: CSS=66.3, Synergy_ZIP=0.702, Synergy_Bliss=0.485, Synergy_Loewe=-2.10, Synergy_HSA=2.51. Drug 1: C1CCC(CC1)NC(=O)N(CCCl)N=O. (2) Drug 1: C1=CC(=CC=C1CC(C(=O)O)N)N(CCCl)CCCl.Cl. Drug 2: C1=CN(C=N1)CC(O)(P(=O)(O)O)P(=O)(O)O. Cell line: UACC-257. Synergy scores: CSS=-3.95, Synergy_ZIP=0.406, Synergy_Bliss=-2.61, Synergy_Loewe=-6.01, Synergy_HSA=-6.18.